From a dataset of Forward reaction prediction with 1.9M reactions from USPTO patents (1976-2016). Predict the product of the given reaction. (1) Given the reactants [C:1]([O:5][C:6](=[O:15])[NH:7][C@H:8]([CH2:13][OH:14])[CH2:9][CH:10]([CH3:12])[CH3:11])([CH3:4])([CH3:3])[CH3:2].C(N(C(C)C)CC)(C)C.[CH3:25][S:26](Cl)(=[O:28])=[O:27], predict the reaction product. The product is: [C:1]([O:5][C:6]([NH:7][C@@H:8]([CH2:9][CH:10]([CH3:11])[CH3:12])[CH2:13][O:14][S:26]([CH3:25])(=[O:28])=[O:27])=[O:15])([CH3:3])([CH3:2])[CH3:4]. (2) Given the reactants [CH3:1][O:2][C:3]1[CH:4]=[C:5](/[CH:9]=[CH:10]/[C:11]([OH:13])=[O:12])[CH:6]=[CH:7][CH:8]=1.[C:14]([O-])([O-])=O.[K+].[K+].IC, predict the reaction product. The product is: [CH3:1][O:2][C:3]1[CH:4]=[C:5](/[CH:9]=[CH:10]/[C:11]([O:13][CH3:14])=[O:12])[CH:6]=[CH:7][CH:8]=1. (3) Given the reactants [CH2:1]([C:3]1[CH:4]=[CH:5][CH:6]=[C:7]2[C:11]=1[NH:10][CH:9]=[CH:8]2)[CH3:2].[Cl-].[CH3:13][O:14][C:15]1[CH:16]=[C:17]([CH:22]=[CH:23][C:24]=1[O:25][CH3:26])[CH:18]=[N+:19]([CH3:21])[CH3:20].COC1C=C(C=CC=1OC)C=O.CNC, predict the reaction product. The product is: [CH3:13][O:14][C:15]1[CH:16]=[C:17]([CH:18]([N:19]([CH3:21])[CH3:20])[C:8]2[C:7]3[C:11](=[C:3]([CH2:1][CH3:2])[CH:4]=[CH:5][CH:6]=3)[NH:10][CH:9]=2)[CH:22]=[CH:23][C:24]=1[O:25][CH3:26].